From a dataset of Reaction yield outcomes from USPTO patents with 853,638 reactions. Predict the reaction yield, written as a fraction of the theoretical maximum amount of product (1.0 means a 100% yield; for example, 0.34 means a 34% yield). The reactants are [Cl:1][C:2]1[N:7]=[C:6]([NH:8][C@@H:9]2[CH2:14][CH2:13][CH2:12][CH2:11][C@H:10]2[NH:15][S:16]([CH3:19])(=[O:18])=[O:17])[C:5]([Cl:20])=[CH:4][N:3]=1.[C:21](=O)([O-])[O-].[Cs+].[Cs+].CI. The catalyst is CC(C)=O. The product is [Cl:1][C:2]1[N:7]=[C:6]([NH:8][C@@H:9]2[CH2:14][CH2:13][CH2:12][CH2:11][C@H:10]2[N:15]([CH3:21])[S:16]([CH3:19])(=[O:18])=[O:17])[C:5]([Cl:20])=[CH:4][N:3]=1. The yield is 1.00.